This data is from NCI-60 drug combinations with 297,098 pairs across 59 cell lines. The task is: Regression. Given two drug SMILES strings and cell line genomic features, predict the synergy score measuring deviation from expected non-interaction effect. (1) Drug 1: CN1C2=C(C=C(C=C2)N(CCCl)CCCl)N=C1CCCC(=O)O.Cl. Drug 2: CC12CCC3C(C1CCC2O)C(CC4=C3C=CC(=C4)O)CCCCCCCCCS(=O)CCCC(C(F)(F)F)(F)F. Cell line: 786-0. Synergy scores: CSS=0.715, Synergy_ZIP=-2.08, Synergy_Bliss=-4.54, Synergy_Loewe=-1.24, Synergy_HSA=-3.40. (2) Drug 1: C1CCC(CC1)NC(=O)N(CCCl)N=O. Drug 2: C1=NC2=C(N1)C(=S)N=C(N2)N. Cell line: T-47D. Synergy scores: CSS=35.1, Synergy_ZIP=-5.52, Synergy_Bliss=-0.960, Synergy_Loewe=-25.7, Synergy_HSA=1.43. (3) Drug 1: CC1=C2C(C(=O)C3(C(CC4C(C3C(C(C2(C)C)(CC1OC(=O)C(C(C5=CC=CC=C5)NC(=O)OC(C)(C)C)O)O)OC(=O)C6=CC=CC=C6)(CO4)OC(=O)C)OC)C)OC. Drug 2: CC1C(C(CC(O1)OC2CC(CC3=C2C(=C4C(=C3O)C(=O)C5=C(C4=O)C(=CC=C5)OC)O)(C(=O)CO)O)N)O.Cl. Cell line: T-47D. Synergy scores: CSS=36.1, Synergy_ZIP=-10.5, Synergy_Bliss=-14.9, Synergy_Loewe=-8.20, Synergy_HSA=-6.44. (4) Synergy scores: CSS=-2.87, Synergy_ZIP=0.531, Synergy_Bliss=-0.897, Synergy_Loewe=-3.48, Synergy_HSA=-3.14. Cell line: NCI-H522. Drug 1: CN1C(=O)N2C=NC(=C2N=N1)C(=O)N. Drug 2: CC1=C(C=C(C=C1)NC(=O)C2=CC=C(C=C2)CN3CCN(CC3)C)NC4=NC=CC(=N4)C5=CN=CC=C5.